This data is from Peptide-MHC class I binding affinity with 185,985 pairs from IEDB/IMGT. The task is: Regression. Given a peptide amino acid sequence and an MHC pseudo amino acid sequence, predict their binding affinity value. This is MHC class I binding data. (1) The peptide sequence is MAGVEVRYI. The MHC is HLA-A02:06 with pseudo-sequence HLA-A02:06. The binding affinity (normalized) is 0.295. (2) The peptide sequence is RRRPVTRPL. The MHC is HLA-A80:01 with pseudo-sequence HLA-A80:01. The binding affinity (normalized) is 0.0847. (3) The peptide sequence is SRWRIRSGL. The MHC is HLA-A02:01 with pseudo-sequence HLA-A02:01. The binding affinity (normalized) is 0.0847. (4) The peptide sequence is NMLNNLIDA. The MHC is H-2-Db with pseudo-sequence H-2-Db. The binding affinity (normalized) is 0.275.